This data is from Forward reaction prediction with 1.9M reactions from USPTO patents (1976-2016). The task is: Predict the product of the given reaction. Given the reactants Cl[C:2]1[N:7]=[C:6]([N:8]2[CH2:13][CH2:12][O:11][CH2:10][CH2:9]2)[N:5]=[C:4]([N:14]2[CH2:19][CH2:18][O:17][CH2:16][CH2:15]2)[N:3]=1.[C:20]([C:22]1[CH:27]=[CH:26][C:25](B(O)O)=[CH:24][CH:23]=1)#[N:21], predict the reaction product. The product is: [O:17]1[CH2:18][CH2:19][N:14]([C:4]2[N:5]=[C:6]([N:8]3[CH2:13][CH2:12][O:11][CH2:10][CH2:9]3)[N:7]=[C:2]([C:25]3[CH:26]=[CH:27][C:22]([C:20]#[N:21])=[CH:23][CH:24]=3)[N:3]=2)[CH2:15][CH2:16]1.